Dataset: Forward reaction prediction with 1.9M reactions from USPTO patents (1976-2016). Task: Predict the product of the given reaction. Given the reactants [Cl:1][C:2]1[CH:6]=[N:5][N:4]([CH3:7])[C:3]=1[C:8]1[CH:9]=[C:10]([NH2:16])[CH:11]=[CH:12][C:13]=1[O:14][CH3:15].[C:17]([C:20]1[CH:21]=[C:22]([N:26]=[C:27]=[O:28])[CH:23]=[CH:24][CH:25]=1)(=[O:19])[CH3:18], predict the reaction product. The product is: [C:17]([C:20]1[CH:21]=[C:22]([NH:26][C:27]([NH:16][C:10]2[CH:11]=[CH:12][C:13]([O:14][CH3:15])=[C:8]([C:3]3[N:4]([CH3:7])[N:5]=[CH:6][C:2]=3[Cl:1])[CH:9]=2)=[O:28])[CH:23]=[CH:24][CH:25]=1)(=[O:19])[CH3:18].